Dataset: CYP1A2 inhibition data for predicting drug metabolism from PubChem BioAssay. Task: Regression/Classification. Given a drug SMILES string, predict its absorption, distribution, metabolism, or excretion properties. Task type varies by dataset: regression for continuous measurements (e.g., permeability, clearance, half-life) or binary classification for categorical outcomes (e.g., BBB penetration, CYP inhibition). Dataset: cyp1a2_veith. (1) The drug is O=C(c1cccc(F)c1)N1CCC[C@@]2(CCN(Cc3ccncc3)C2)C1. The result is 0 (non-inhibitor). (2) The molecule is O=C(O)/C=C\C(=O)Nc1ncn[nH]1. The result is 0 (non-inhibitor). (3) The molecule is COc1ccccc1CC(=N)N1C[C@@H]2C(=O)CCC(c3ccccc3)(c3ccccc3)[C@@H]2C1. The result is 0 (non-inhibitor). (4) The drug is Cl[Pt](Cl)(Cl)Cl.O=C(O)c1ccncc1.O=C(O)c1ccncc1. The result is 1 (inhibitor). (5) The compound is COCC(=O)N1CCC2(CCCN(Cc3ccccc3OC)C2)CC1. The result is 0 (non-inhibitor).